From a dataset of Reaction yield outcomes from USPTO patents with 853,638 reactions. Predict the reaction yield, written as a fraction of the theoretical maximum amount of product (1.0 means a 100% yield; for example, 0.34 means a 34% yield). (1) The reactants are C[O:2][C:3](=[O:17])[C:4]([NH:6][C:7]1[C:16]2[C:11](=[CH:12][CH:13]=[CH:14][CH:15]=2)[CH:10]=[CH:9][CH:8]=1)=[O:5].[OH-].[Li+]. The catalyst is C1COCC1. The product is [C:7]1([NH:6][C:4](=[O:5])[C:3]([OH:17])=[O:2])[C:16]2[C:11](=[CH:12][CH:13]=[CH:14][CH:15]=2)[CH:10]=[CH:9][CH:8]=1. The yield is 0.980. (2) The reactants are C(=O)([O-])[O-].[K+].[K+].F[C:8]1[CH:13]=[CH:12][C:11]([N+:14]([O-:16])=[O:15])=[C:10]([O:17][CH3:18])[CH:9]=1.Cl.[CH2:20]([NH:27][C@H:28]1[CH2:33][CH2:32][NH:31][CH2:30][C@H:29]1[F:34])[C:21]1[CH:26]=[CH:25][CH:24]=[CH:23][CH:22]=1. The catalyst is CC(N(C)C)=O. The product is [CH2:20]([NH:27][C@H:28]1[CH2:33][CH2:32][N:31]([C:8]2[CH:13]=[CH:12][C:11]([N+:14]([O-:16])=[O:15])=[C:10]([O:17][CH3:18])[CH:9]=2)[CH2:30][C@H:29]1[F:34])[C:21]1[CH:22]=[CH:23][CH:24]=[CH:25][CH:26]=1. The yield is 0.599. (3) The reactants are [N:1]([CH2:4][C@H:5]([OH:12])[CH2:6][N:7]1[CH2:11][CH2:10][CH2:9][CH2:8]1)=[N+]=[N-]. The catalyst is CO. The product is [NH2:1][CH2:4][C@H:5]([OH:12])[CH2:6][N:7]1[CH2:11][CH2:10][CH2:9][CH2:8]1. The yield is 0.910. (4) The reactants are [CH2:1]([N:5]([C:12]1[C:13](I)=[N:14][C:15]([C:18]([F:21])([F:20])[F:19])=[CH:16][CH:17]=1)C(=O)C(F)(F)F)[CH:2]=[CH:3][CH3:4].O. The catalyst is CN(C=O)C.[N+](CCCC)(CCCC)(CCCC)CCCC.[Cl-].CC([O-])=O.CC([O-])=O.[Pd+2]. The product is [CH2:3]([C:2]1[C:13]2=[N:14][C:15]([C:18]([F:19])([F:20])[F:21])=[CH:16][CH:17]=[C:12]2[NH:5][CH:1]=1)[CH3:4]. The yield is 0.860. (5) The reactants are Br[C:2]1[CH:3]=[N:4][CH:5]=[N:6][CH:7]=1.[C:8]([O:12][CH3:13])(=[O:11])[CH:9]=[CH2:10]. The catalyst is CN(C=O)C.C([O-])(=O)C.[Pd+2].C([O-])(=O)C.C1(C)C=CC=CC=1P(C1C=CC=CC=1C)C1C=CC=CC=1C. The product is [N:4]1[CH:3]=[C:2](/[CH:10]=[CH:9]/[C:8]([O:12][CH3:13])=[O:11])[CH:7]=[N:6][CH:5]=1. The yield is 0.664. (6) The reactants are [Cl:1][C:2]1[CH:17]=[CH:16][C:15]([Cl:18])=[CH:14][C:3]=1[O:4][C:5]1[N:13]=[CH:12][CH:11]=[CH:10][C:6]=1[C:7]([OH:9])=O.C(N(C(C)C)C(C)C)C.CN(C(ON1N=NC2C=CC=NC1=2)=[N+](C)C)C.F[P-](F)(F)(F)(F)F.[CH:52]1([N:55]2[C:64]3[C:59](=[CH:60][CH:61]=[CH:62][CH:63]=3)[NH:58][CH2:57][CH2:56]2)[CH2:54][CH2:53]1. The catalyst is CN(C=O)C. The product is [CH:52]1([N:55]2[C:64]3[C:59](=[CH:60][CH:61]=[CH:62][CH:63]=3)[N:58]([C:7]([C:6]3[C:5]([O:4][C:3]4[CH:14]=[C:15]([Cl:18])[CH:16]=[CH:17][C:2]=4[Cl:1])=[N:13][CH:12]=[CH:11][CH:10]=3)=[O:9])[CH2:57][CH2:56]2)[CH2:54][CH2:53]1. The yield is 0.350. (7) The reactants are C[O:2][C:3](=[O:32])[CH2:4][C:5]1[C:6]([CH3:31])=[N:7][C:8]([CH2:27][CH:28]([CH3:30])[CH3:29])=[C:9]([CH2:18][NH:19][C:20]([O:22][C:23]([CH3:26])([CH3:25])[CH3:24])=[O:21])[C:10]=1[C:11]1[CH:16]=[CH:15][C:14]([CH3:17])=[CH:13][CH:12]=1.C(O)C.[OH-].[Na+].Cl. The catalyst is O1CCCC1. The product is [C:23]([O:22][C:20]([NH:19][CH2:18][C:9]1[C:10]([C:11]2[CH:12]=[CH:13][C:14]([CH3:17])=[CH:15][CH:16]=2)=[C:5]([CH2:4][C:3]([OH:32])=[O:2])[C:6]([CH3:31])=[N:7][C:8]=1[CH2:27][CH:28]([CH3:29])[CH3:30])=[O:21])([CH3:24])([CH3:25])[CH3:26]. The yield is 0.650.